This data is from Reaction yield outcomes from USPTO patents with 853,638 reactions. The task is: Predict the reaction yield, written as a fraction of the theoretical maximum amount of product (1.0 means a 100% yield; for example, 0.34 means a 34% yield). The reactants are [CH:1]1([CH2:4][C:5]2[N:9]([C:10]3[CH:15]=[CH:14][C:13]([C:16]([NH:18][CH2:19][CH3:20])=[O:17])=[CH:12][CH:11]=3)[N:8]=[N:7][C:6]=2[C:21](O)=[O:22])[CH2:3][CH2:2]1.C1C=C[C:27]2N(O)N=[N:30][C:28]=2[CH:29]=1.C1(N)CC1.CCN=C=NCCCN(C)C. The catalyst is C(#N)C.CN(C=O)C. The product is [CH:28]1([NH:30][C:21]([C:6]2[N:7]=[N:8][N:9]([C:10]3[CH:15]=[CH:14][C:13]([C:16]([NH:18][CH2:19][CH3:20])=[O:17])=[CH:12][CH:11]=3)[C:5]=2[CH2:4][CH:1]2[CH2:3][CH2:2]2)=[O:22])[CH2:29][CH2:27]1. The yield is 0.916.